Dataset: Forward reaction prediction with 1.9M reactions from USPTO patents (1976-2016). Task: Predict the product of the given reaction. (1) The product is: [CH2:27]([O:26][C:22]1[CH:21]=[C:20]([N:16]2[CH2:15][C:14]3([CH2:29][CH2:30][CH2:31][C:12]([CH2:11][N:7]4[C:6]5[CH:5]=[C:4]([C:33]#[N:34])[CH:3]=[C:2]([CH3:35])[C:10]=5[N:9]=[CH:8]4)([CH3:32])[CH2:13]3)[O:18][C:17]2=[O:19])[CH:25]=[CH:24][CH:23]=1)[CH3:28]. Given the reactants Br[C:2]1[C:10]2[N:9]=[CH:8][N:7]([CH2:11][C:12]3([CH3:32])[CH2:31][CH2:30][CH2:29][C:14]4([O:18][C:17](=[O:19])[N:16]([C:20]5[CH:25]=[CH:24][CH:23]=[C:22]([O:26][CH2:27][CH3:28])[CH:21]=5)[CH2:15]4)[CH2:13]3)[C:6]=2[CH:5]=[C:4]([C:33]#[N:34])[CH:3]=1.[CH3:35][Zn]C.CCCCCCC.C(O)(C(F)(F)F)=O, predict the reaction product. (2) Given the reactants [NH2:1][C:2]1[CH:3]=[C:4]([CH:7]=[CH:8][CH:9]=1)[CH2:5][OH:6].O.[N+:11]([CH:14]([CH:17]=O)[CH:15]=[O:16])([O-:13])=[O:12].[Na].C(O)(=O)/C(=C(\C=O)/Br)/Br, predict the reaction product. The product is: [OH:6][CH2:5][C:4]1[CH:3]=[C:2]([NH:1][CH:17]=[C:14]([N+:11]([O-:13])=[O:12])[CH:15]=[O:16])[CH:9]=[CH:8][CH:7]=1. (3) Given the reactants [CH2:1]([O:3][C:4](=[O:13])[CH2:5][CH:6]([C:10](=O)[CH3:11])[C:7](=O)[CH3:8])[CH3:2].[CH3:14][NH:15][NH2:16], predict the reaction product. The product is: [CH2:1]([O:3][C:4](=[O:13])[CH2:5][C:6]1[C:10]([CH3:11])=[N:16][N:15]([CH3:14])[C:7]=1[CH3:8])[CH3:2]. (4) The product is: [C:1]([O:5][C:6]([N:8]1[CH2:14][CH2:13][CH2:12][N:11]([C:15]2[N:19]([CH2:20][CH2:21][O:22][CH2:30][C:31]#[N:32])[C:18]3[CH:23]=[CH:24][CH:25]=[CH:26][C:17]=3[N:16]=2)[CH2:10][CH2:9]1)=[O:7])([CH3:4])([CH3:2])[CH3:3]. Given the reactants [C:1]([O:5][C:6]([N:8]1[CH2:14][CH2:13][CH2:12][N:11]([C:15]2[N:19]([CH2:20][CH2:21][OH:22])[C:18]3[CH:23]=[CH:24][CH:25]=[CH:26][C:17]=3[N:16]=2)[CH2:10][CH2:9]1)=[O:7])([CH3:4])([CH3:3])[CH3:2].[H-].[Na+].Br[CH2:30][C:31]#[N:32].[Cl-].[NH4+], predict the reaction product. (5) Given the reactants [CH2:1]([O:8][C:9]1[CH:10]=[C:11]2[C:16](=[CH:17][C:18]=1[O:19][CH3:20])[CH:15]([CH3:21])[NH:14][C:13]([CH3:23])([CH3:22])[CH2:12]2)[C:2]1[CH:7]=[CH:6][CH:5]=[CH:4][CH:3]=1.C(N(CC)CC)C.[CH3:31][O:32][C:33]1[CH:34]=[C:35]([CH:39]=[C:40]([O:44][CH3:45])[C:41]=1[O:42][CH3:43])[C:36](Cl)=[O:37].C(Cl)(=O)C1C=CC=CC=1, predict the reaction product. The product is: [CH2:1]([O:8][C:9]1[CH:10]=[C:11]2[C:16](=[CH:17][C:18]=1[O:19][CH3:20])[CH:15]([CH3:21])[N:14]([C:36]([C:35]1[CH:39]=[C:40]([O:44][CH3:45])[C:41]([O:42][CH3:43])=[C:33]([O:32][CH3:31])[CH:34]=1)=[O:37])[C:13]([CH3:22])([CH3:23])[CH2:12]2)[C:2]1[CH:7]=[CH:6][CH:5]=[CH:4][CH:3]=1. (6) Given the reactants Cl.[NH2:2][C:3]1(O)[CH2:8][CH2:7][CH2:6][CH2:5][CH2:4]1.[CH2:10](N(CC)CC)C.[C:17]1(=O)[O:22][C:20](=[O:21])[C:19]2=[CH:23][CH:24]=[CH:25][CH:26]=[C:18]12, predict the reaction product. The product is: [CH2:10]=[C:6]1[CH2:7][CH2:8][CH:3]([N:2]2[C:20](=[O:21])[C:19]3[C:18](=[CH:26][CH:25]=[CH:24][CH:23]=3)[C:17]2=[O:22])[CH2:4][CH2:5]1. (7) The product is: [Br:1][C:2]1[CH:3]=[C:4]([CH:8]2[CH2:9][O:21]2)[CH:5]=[CH:6][CH:7]=1. Given the reactants [Br:1][C:2]1[CH:7]=[CH:6][CH:5]=[C:4]([CH:8]=[CH2:9])[CH:3]=1.C(C1C=NC=CC=1)#N.OO.S([O-])([O-])=[O:21].[Na+].[Na+].C(=O)(O)[O-].[Na+], predict the reaction product. (8) Given the reactants [CH2:1]([N:3]1[CH2:8][CH2:7][NH:6][CH2:5][CH2:4]1)[CH3:2].[ClH:9].[CH3:10][C:11]1[N:12]=[C:13]([NH:16][C:17]2[CH:25]=[C:24]([O:26][C:27]3[CH:32]=[CH:31][CH:30]=[CH:29][CH:28]=3)[C:20]([C:21](O)=[O:22])=[CH:19][N:18]=2)[S:14][CH:15]=1, predict the reaction product. The product is: [ClH:9].[CH2:1]([N:3]1[CH2:8][CH2:7][N:6]([C:21]([C:20]2[CH:19]=[N:18][C:17]([NH:16][C:13]3[S:14][CH:15]=[C:11]([CH3:10])[N:12]=3)=[CH:25][C:24]=2[O:26][C:27]2[CH:28]=[CH:29][CH:30]=[CH:31][CH:32]=2)=[O:22])[CH2:5][CH2:4]1)[CH3:2]. (9) Given the reactants [F:1][C:2]1[CH:10]=[CH:9][C:5]([C:6]([NH2:8])=[O:7])=[CH:4][C:3]=1[C:11]1[CH:16]=[CH:15][C:14]([CH:17]=O)=[CH:13][N:12]=1.[CH2:19]([NH2:27])[CH2:20][C:21]1[CH:26]=[CH:25][CH:24]=[CH:23][CH:22]=1, predict the reaction product. The product is: [F:1][C:2]1[CH:10]=[CH:9][C:5]([C:6]([NH2:8])=[O:7])=[CH:4][C:3]=1[C:11]1[CH:16]=[CH:15][C:14]([CH2:17][NH:27][CH2:19][CH2:20][C:21]2[CH:26]=[CH:25][CH:24]=[CH:23][CH:22]=2)=[CH:13][N:12]=1. (10) Given the reactants C([O:8][C@@H:9]1[C@@H:14]([O:15]CC2C=CC=CC=2)[C@H:13]([O:23]CC2C=CC=CC=2)[C@@H:12]([CH2:31][F:32])[O:11][C@H:10]1[N:33]1[C:41]2[C:36](=[CH:37][CH:38]=[C:39]([CH3:42])[CH:40]=2)[C:35]([CH2:43][C:44]2[CH:49]=[CH:48][C:47]([O:50][CH3:51])=[CH:46][CH:45]=2)=[CH:34]1)C1C=CC=CC=1, predict the reaction product. The product is: [F:32][CH2:31][C@H:12]1[O:11][C@@H:10]([N:33]2[C:41]3[C:36](=[CH:37][CH:38]=[C:39]([CH3:42])[CH:40]=3)[C:35]([CH2:43][C:44]3[CH:49]=[CH:48][C:47]([O:50][CH3:51])=[CH:46][CH:45]=3)=[CH:34]2)[C@H:9]([OH:8])[C@@H:14]([OH:15])[C@@H:13]1[OH:23].